Dataset: Reaction yield outcomes from USPTO patents with 853,638 reactions. Task: Predict the reaction yield, written as a fraction of the theoretical maximum amount of product (1.0 means a 100% yield; for example, 0.34 means a 34% yield). The reactants are [Cl:1][C:2]1[CH:3]=[C:4]2[C:10]([C:11]3[N:16]=[C:15]([NH:17][C@H:18]4[CH2:22][CH2:21][N:20](C(OC)=O)[CH2:19]4)[C:14]([F:27])=[CH:13][N:12]=3)=[CH:9][NH:8][C:5]2=[N:6][CH:7]=1.Cl[C:29]([O:31][CH:32]([CH3:34])[CH3:33])=[O:30]. No catalyst specified. The product is [Cl:1][C:2]1[CH:3]=[C:4]2[C:10]([C:11]3[N:16]=[C:15]([NH:17][C@H:18]4[CH2:22][CH2:21][N:20]([C:29]([O:31][CH:32]([CH3:34])[CH3:33])=[O:30])[CH2:19]4)[C:14]([F:27])=[CH:13][N:12]=3)=[CH:9][NH:8][C:5]2=[N:6][CH:7]=1. The yield is 0.420.